The task is: Predict the reactants needed to synthesize the given product.. This data is from Full USPTO retrosynthesis dataset with 1.9M reactions from patents (1976-2016). (1) The reactants are: N(C(OCC)=O)=NC(OCC)=O.[C:13]([O:17][C:18]([N:20]1[CH2:25][CH2:24][CH:23]([OH:26])[CH2:22][CH2:21]1)=[O:19])([CH3:16])([CH3:15])[CH3:14].[F:27][C:28]([F:37])([F:36])[C:29]1[CH:34]=[CH:33][CH:32]=[CH:31][C:30]=1O.C1(P(C2C=CC=CC=2)C2C=CC=CC=2)C=CC=CC=1. Given the product [F:27][C:28]([F:37])([F:36])[C:29]1[CH:34]=[CH:33][CH:32]=[CH:31][C:30]=1[O:26][CH:23]1[CH2:24][CH2:25][N:20]([C:18]([O:17][C:13]([CH3:16])([CH3:14])[CH3:15])=[O:19])[CH2:21][CH2:22]1, predict the reactants needed to synthesize it. (2) Given the product [CH2:15]=[C:14]([C:2]1[N:7]=[C:6]([C:8]([O:10][CH2:11][CH3:12])=[O:9])[CH:5]=[CH:4][CH:3]=1)[CH3:16], predict the reactants needed to synthesize it. The reactants are: Cl[C:2]1[N:7]=[C:6]([C:8]([O:10][CH2:11][CH3:12])=[O:9])[CH:5]=[CH:4][CH:3]=1.[B-](F)(F)(F)[C:14]([CH3:16])=[CH2:15].[K+].C(=O)([O-])[O-].[K+].[K+].C1(P(C2CCCCC2)C2C=CC=CC=2C2C(OC)=CC=C(S([O-])(=O)=O)C=2OC)CCCCC1.[Na+].